This data is from Forward reaction prediction with 1.9M reactions from USPTO patents (1976-2016). The task is: Predict the product of the given reaction. (1) Given the reactants [CH2:1]([N:8]1[CH2:13][CH2:12][CH:11]([N:14]([CH:28]2[CH2:30][CH2:29]2)[S:15]([C:18]2[CH:23]=[CH:22][CH:21]=[C:20]([C:24]([F:27])([F:26])[F:25])[CH:19]=2)(=[O:17])=[O:16])[CH2:10][CH2:9]1)[C:2]1[CH:7]=[CH:6][CH:5]=[CH:4][CH:3]=1.C(N1CCC(NC2CC2)CC1)C1C=CC=CC=1.C(N(CC)CC)C.FC(F)(F)C1C=C(S(Cl)(=O)=O)C=CC=1.C(=O)([O-])[O-].[K+].[K+], predict the reaction product. The product is: [CH:28]1([N:14]([CH:11]2[CH2:12][CH2:13][NH:8][CH2:9][CH2:10]2)[S:15]([C:18]2[CH:23]=[CH:22][CH:21]=[C:20]([C:24]([F:27])([F:25])[F:26])[CH:19]=2)(=[O:16])=[O:17])[CH2:30][CH2:29]1.[CH2:1]([N:8]1[CH2:13][CH2:12][CH:11]([N:14]([CH:28]2[CH2:30][CH2:29]2)[S:15]([C:18]2[CH:23]=[CH:22][CH:21]=[C:20]([C:24]([F:25])([F:27])[F:26])[CH:19]=2)(=[O:16])=[O:17])[CH2:10][CH2:9]1)[C:2]1[CH:7]=[CH:6][CH:5]=[CH:4][CH:3]=1. (2) Given the reactants [CH3:1][C:2]1[O:3][C:4]2[C:9]([C:10](=[O:12])[CH:11]=1)=[CH:8][CH:7]=[CH:6][C:5]=2[CH:13]=[C:14]([C:19](=O)[CH3:20])[C:15]([O:17][CH3:18])=[O:16].[NH2:22][C:23]([CH3:33])=[CH:24][C:25](=[O:32])[CH2:26][CH:27]1[CH2:31][CH2:30][CH2:29][CH2:28]1, predict the reaction product. The product is: [CH:27]1([CH2:26][C:25]([C:24]2[CH:13]([C:5]3[CH:6]=[CH:7][CH:8]=[C:9]4[C:4]=3[O:3][C:2]([CH3:1])=[CH:11][C:10]4=[O:12])[C:14]([C:15]([O:17][CH3:18])=[O:16])=[C:19]([CH3:20])[NH:22][C:23]=2[CH3:33])=[O:32])[CH2:31][CH2:30][CH2:29][CH2:28]1. (3) Given the reactants [CH3:1][O:2][CH2:3][CH2:4][CH2:5][O:6][CH2:7][C:8]1[CH:13]=[CH:12][C:11]([C@@H:14]2[C@@H:19]([O:20][CH2:21][C:22]3[CH:23]=[CH:24][C:25]4[O:30][CH2:29][CH2:28][N:27]([CH2:31][CH2:32][CH2:33][O:34][CH3:35])[C:26]=4[CH:36]=3)[CH2:18][N:17](S(C3C=CC(C)=CC=3)(=O)=O)[CH2:16][C@H:15]2[OH:47])=[CH:10][CH:9]=1.C([Si]([O:55][C@H:56]([CH3:60])[CH2:57][CH2:58]I)(C)C)(C)(C)C, predict the reaction product. The product is: [CH3:1][O:2][CH2:3][CH2:4][CH2:5][O:6][CH2:7][C:8]1[CH:9]=[CH:10][C:11]([C@@H:14]2[C@@H:19]([O:20][CH2:21][C:22]3[CH:23]=[CH:24][C:25]4[O:30][CH2:29][CH2:28][N:27]([CH2:31][CH2:32][CH2:33][O:34][CH3:35])[C:26]=4[CH:36]=3)[CH2:18][NH:17][CH2:16][C@H:15]2[O:47][CH2:58][CH2:57][C@H:56]([OH:55])[CH3:60])=[CH:12][CH:13]=1.